This data is from Forward reaction prediction with 1.9M reactions from USPTO patents (1976-2016). The task is: Predict the product of the given reaction. (1) Given the reactants [Cl:1][C:2]1[C:3]([CH2:16][NH:17][C:18]2[CH:27]=[C:26]3[C:21]([CH2:22][CH2:23][CH:24]([C:28]4[C:33]([F:34])=[CH:32][CH:31]=[CH:30][N:29]=4)[O:25]3)=[CH:20][C:19]=2[CH3:35])=[C:4]([NH2:15])[C:5]([C:8]2[C:9]([CH3:14])=[N:10][O:11][C:12]=2[CH3:13])=[N:6][CH:7]=1.C(N(CC)CC)C.Cl[C:44](Cl)([O:46]C(=O)OC(Cl)(Cl)Cl)Cl.C(=O)([O-])[O-].[K+].[K+], predict the reaction product. The product is: [Cl:1][C:2]1[C:3]2[CH2:16][N:17]([C:18]3[CH:27]=[C:26]4[C:21]([CH2:22][CH2:23][CH:24]([C:28]5[C:33]([F:34])=[CH:32][CH:31]=[CH:30][N:29]=5)[O:25]4)=[CH:20][C:19]=3[CH3:35])[C:44](=[O:46])[NH:15][C:4]=2[C:5]([C:8]2[C:9]([CH3:14])=[N:10][O:11][C:12]=2[CH3:13])=[N:6][CH:7]=1. (2) The product is: [CH2:30]([O:37][C:38]1[C:39]([Cl:48])=[CH:40][C:41]([C:42]([NH:1][C:2]2[CH:3]=[C:4]([S:16](=[O:17])(=[O:18])[N:19]([CH2:20][CH3:21])[CH2:22][CH3:23])[CH:5]=[CH:6][C:7]=2[OH:8])=[O:43])=[CH:45][C:46]=1[Cl:47])[C:31]1[CH:32]=[CH:33][CH:34]=[CH:35][CH:36]=1. Given the reactants [NH2:1][C:2]1[CH:3]=[C:4]([S:16]([N:19]([CH2:22][CH3:23])[CH2:20][CH3:21])(=[O:18])=[O:17])[CH:5]=[CH:6][C:7]=1[O:8][Si](C(C)(C)C)(C)C.N1C=CC=CC=1.[CH2:30]([O:37][C:38]1[C:46]([Cl:47])=[CH:45][C:41]([C:42](Cl)=[O:43])=[CH:40][C:39]=1[Cl:48])[C:31]1[CH:36]=[CH:35][CH:34]=[CH:33][CH:32]=1, predict the reaction product. (3) Given the reactants [C:1]([NH:5][C:6]([C:8]1[CH:13]=[CH:12][C:11]([S:14]([N:17]2[C:21](=[O:22])[N:20](CC=C)[C:19]([C:26]3[CH:31]=[CH:30][C:29]([Cl:32])=[CH:28][CH:27]=3)=[N:18]2)(=[O:16])=[O:15])=[C:10]([O:33][CH3:34])[CH:9]=1)=[O:7])([CH3:4])([CH3:3])[CH3:2].C(O)=O.C(N(CC)CC)C, predict the reaction product. The product is: [C:1]([NH:5][C:6]([C:8]1[CH:13]=[CH:12][C:11]([S:14]([N:17]2[C:21](=[O:22])[NH:20][C:19]([C:26]3[CH:27]=[CH:28][C:29]([Cl:32])=[CH:30][CH:31]=3)=[N:18]2)(=[O:16])=[O:15])=[C:10]([O:33][CH3:34])[CH:9]=1)=[O:7])([CH3:4])([CH3:3])[CH3:2]. (4) Given the reactants [OH:1][C:2]1[CH:7]=[CH:6][C:5]([N:8]2[C:12]([CH3:14])([CH3:13])[C:11](=[O:15])[N:10]([C:16]3[CH:23]=[CH:22][C:19]([C:20]#[N:21])=[C:18]([C:24]([F:27])([F:26])[F:25])[CH:17]=3)[C:9]2=[S:28])=[CH:4][CH:3]=1.[O:29]1[CH:31]([CH3:32])[CH:30]1Cl.C(=O)([O-])[O-].[K+].[K+].O, predict the reaction product. The product is: [CH3:13][C:12]1([CH3:14])[C:11](=[O:15])[N:10]([C:16]2[CH:23]=[CH:22][C:19]([C:20]#[N:21])=[C:18]([C:24]([F:26])([F:27])[F:25])[CH:17]=2)[C:9](=[S:28])[N:8]1[C:5]1[CH:4]=[CH:3][C:2]([O:1][CH2:32][CH:31]2[CH2:30][O:29]2)=[CH:7][CH:6]=1. (5) Given the reactants [N:1]1([CH2:7][CH2:8][O:9][C:10]2[CH:19]=[CH:18][C:13]3[N:14]=[C:15]([NH2:17])[S:16][C:12]=3[CH:11]=2)[CH2:6][CH2:5][O:4][CH2:3][CH2:2]1.[CH:20]([C:22]1[CH:31]=[CH:30][C:25]([C:26]([O:28][CH3:29])=[O:27])=[CH:24][CH:23]=1)=O.C([Sn](Cl)(Cl)CCCC)CCC.C1([SiH3])C=CC=CC=1, predict the reaction product. The product is: [CH3:29][O:28][C:26](=[O:27])[C:25]1[CH:30]=[CH:31][C:22]([CH2:20][NH:17][C:15]2[S:16][C:12]3[CH:11]=[C:10]([O:9][CH2:8][CH2:7][N:1]4[CH2:6][CH2:5][O:4][CH2:3][CH2:2]4)[CH:19]=[CH:18][C:13]=3[N:14]=2)=[CH:23][CH:24]=1. (6) The product is: [Cl:1][C:2]1[C:3]([C:4]([N:21]2[CH2:20][CH2:19][N:18]3[CH2:22][CH2:23][CH2:24][C@H:17]3[CH2:16]2)=[O:5])=[CH:7][C:8]([S:12]([NH:34][C:33]2[CH:35]=[CH:36][CH:37]=[CH:38][C:32]=2[F:31])(=[O:14])=[O:13])=[C:9]([F:11])[CH:10]=1. Given the reactants [Cl:1][C:2]1[CH:10]=[C:9]([F:11])[C:8]([S:12](Cl)(=[O:14])=[O:13])=[CH:7][C:3]=1[C:4](Cl)=[O:5].[CH2:16]1[NH:21][CH2:20][CH2:19][N:18]2[CH2:22][CH2:23][CH2:24][C@@H:17]12.C(=O)([O-])[O-].[Na+].[Na+].[F:31][C:32]1[CH:38]=[CH:37][CH:36]=[CH:35][C:33]=1[NH2:34], predict the reaction product. (7) Given the reactants [N-:1]=[N+:2]=[N-:3].[Na+].Br[CH2:6][CH2:7][C:8]1[CH:13]=[CH:12][CH:11]=[CH:10][C:9]=1[N+:14]([O-:16])=[O:15], predict the reaction product. The product is: [N:1]([CH2:6][CH2:7][C:8]1[CH:13]=[CH:12][CH:11]=[CH:10][C:9]=1[N+:14]([O-:16])=[O:15])=[N+:2]=[N-:3].